Dataset: NCI-60 drug combinations with 297,098 pairs across 59 cell lines. Task: Regression. Given two drug SMILES strings and cell line genomic features, predict the synergy score measuring deviation from expected non-interaction effect. (1) Drug 1: CN(CCCl)CCCl.Cl. Drug 2: B(C(CC(C)C)NC(=O)C(CC1=CC=CC=C1)NC(=O)C2=NC=CN=C2)(O)O. Cell line: MCF7. Synergy scores: CSS=29.1, Synergy_ZIP=-7.61, Synergy_Bliss=-0.495, Synergy_Loewe=-0.710, Synergy_HSA=-0.744. (2) Drug 1: CN(CC1=CN=C2C(=N1)C(=NC(=N2)N)N)C3=CC=C(C=C3)C(=O)NC(CCC(=O)O)C(=O)O. Drug 2: CC(C)CN1C=NC2=C1C3=CC=CC=C3N=C2N. Cell line: M14. Synergy scores: CSS=17.6, Synergy_ZIP=-9.39, Synergy_Bliss=-7.50, Synergy_Loewe=-20.5, Synergy_HSA=-9.39. (3) Drug 1: CC12CCC3C(C1CCC2=O)CC(=C)C4=CC(=O)C=CC34C. Drug 2: CC1=C(C(CCC1)(C)C)C=CC(=CC=CC(=CC(=O)O)C)C. Cell line: OVCAR-8. Synergy scores: CSS=55.6, Synergy_ZIP=-1.15, Synergy_Bliss=1.48, Synergy_Loewe=2.96, Synergy_HSA=2.66. (4) Drug 1: C1C(C(OC1N2C=C(C(=O)NC2=O)F)CO)O. Synergy scores: CSS=39.0, Synergy_ZIP=0.0905, Synergy_Bliss=-2.38, Synergy_Loewe=-19.4, Synergy_HSA=-3.27. Drug 2: C(=O)(N)NO. Cell line: COLO 205. (5) Drug 1: C1=NC2=C(N=C(N=C2N1C3C(C(C(O3)CO)O)O)F)N. Drug 2: CN(C(=O)NC(C=O)C(C(C(CO)O)O)O)N=O. Cell line: COLO 205. Synergy scores: CSS=5.39, Synergy_ZIP=-6.92, Synergy_Bliss=-6.60, Synergy_Loewe=-26.0, Synergy_HSA=-6.84. (6) Drug 1: CC(CN1CC(=O)NC(=O)C1)N2CC(=O)NC(=O)C2. Drug 2: CN1C(=O)N2C=NC(=C2N=N1)C(=O)N. Cell line: SF-539. Synergy scores: CSS=16.3, Synergy_ZIP=-3.24, Synergy_Bliss=1.41, Synergy_Loewe=0.0349, Synergy_HSA=1.88.